Dataset: Full USPTO retrosynthesis dataset with 1.9M reactions from patents (1976-2016). Task: Predict the reactants needed to synthesize the given product. (1) The reactants are: Cl[C:2]1[CH:7]=[C:6]([C:8]2[CH:9]=[N:10][C:11]([C:14]([F:17])([F:16])[F:15])=[N:12][CH:13]=2)[C:5]([Cl:18])=[CH:4][N:3]=1.[C:19]([O:22][CH2:23]C)(=[O:21])C. Given the product [Cl:18][C:5]1[C:6]([C:8]2[CH:9]=[N:10][C:11]([C:14]([F:17])([F:16])[F:15])=[N:12][CH:13]=2)=[CH:7][C:2]([C:19]([O:22][CH3:23])=[O:21])=[N:3][CH:4]=1, predict the reactants needed to synthesize it. (2) Given the product [Br:36][C:19]1[C:20]([O:25][C:26]2[CH:31]=[CH:30][C:29]([O:32][CH2:2][C:3]3[C:4]([CH3:9])=[N:5][O:6][C:7]=3[CH3:8])=[C:28]([CH:33]([CH3:35])[CH3:34])[CH:27]=2)=[C:21]([Br:24])[CH:22]=[C:23]2[C:18]=1[CH2:17][CH2:16][CH:15]2[CH2:14][C:13]([OH:37])=[O:12], predict the reactants needed to synthesize it. The reactants are: Cl[CH2:2][C:3]1[C:4]([CH3:9])=[N:5][O:6][C:7]=1[CH3:8].C([O:12][C:13](=[O:37])[CH2:14][CH:15]1[C:23]2[C:18](=[C:19]([Br:36])[C:20]([O:25][C:26]3[CH:31]=[CH:30][C:29]([OH:32])=[C:28]([CH:33]([CH3:35])[CH3:34])[CH:27]=3)=[C:21]([Br:24])[CH:22]=2)[CH2:17][CH2:16]1)C.NC1N=C(NC2C=CC=CC=2)N=C(COC2C=CC(OC3C(Br)=C4C(=CC=3Br)C(CC(O)=O)CC4)=CC=2C(C)C)N=1. (3) The reactants are: [Br:1][C:2]1[CH:3]=[CH:4][C:5]([OH:10])=[C:6]([CH:9]=1)[CH:7]=[O:8].C([O-])([O-])=O.[K+].[K+].Cl[CH2:18][C:19]1[CH:24]=[CH:23][C:22]([F:25])=[CH:21][CH:20]=1. Given the product [Br:1][C:2]1[CH:3]=[CH:4][C:5]([O:10][CH2:18][C:19]2[CH:24]=[CH:23][C:22]([F:25])=[CH:21][CH:20]=2)=[C:6]([CH:9]=1)[CH:7]=[O:8], predict the reactants needed to synthesize it. (4) Given the product [N:24]1([CH:21]2[CH2:22][CH2:23][NH:18][CH2:19][CH2:20]2)[CH2:29][CH2:28][CH2:27][CH2:26][CH2:25]1, predict the reactants needed to synthesize it. The reactants are: FC1C=C(F)C=CC=1CNC1C(C2SC=CC=2C)=CN=C([N:18]2[CH2:23][CH2:22][CH:21]([N:24]3[CH2:29][CH2:28][CH2:27][CH2:26][CH2:25]3)[CH2:20][CH2:19]2)N=1.ClC1N=C(NCC2C(F)=CC=CC=2F)C(C2SC=CC=2C)=CN=1. (5) Given the product [CH:25](=[C:23]1[CH2:22][N:19]2[C:20](=[O:21])[C:14]3[CH:13]=[C:12]([O:37][CH3:38])[C:11]([O:10][CH2:9][CH2:8][CH2:7][OH:6])=[CH:36][C:15]=3[N:16]([CH2:28][O:29][CH2:30][CH2:31][Si:32]([CH3:35])([CH3:34])[CH3:33])[C:17](=[O:27])[CH:18]2[CH2:24]1)[CH3:26], predict the reactants needed to synthesize it. The reactants are: C([Si](C)(C)[O:6][CH2:7][CH2:8][CH2:9][O:10][C:11]1[C:12]([O:37][CH3:38])=[CH:13][C:14]2[C:20](=[O:21])[N:19]3[CH2:22][C:23](=[CH:25][CH3:26])[CH2:24][CH:18]3[C:17](=[O:27])[N:16]([CH2:28][O:29][CH2:30][CH2:31][Si:32]([CH3:35])([CH3:34])[CH3:33])[C:15]=2[CH:36]=1)(C)(C)C. (6) The reactants are: [Cl:1][C:2]1[CH:3]=[CH:4][CH:5]=[C:6]2[C:11]=1[N:10]=[C:9]([C:12]1[CH:17]=[CH:16][CH:15]=[CH:14][C:13]=1[Cl:18])[C:8]([CH2:19][NH2:20])=[CH:7]2.[NH2:21][C:22]1[N:30]=[C:29]2[C:25]([NH:26][CH:27]=[N:28]2)=[C:24](Cl)[N:23]=1.C(N(CC)C(C)C)(C)C. Given the product [Cl:1][C:2]1[CH:3]=[CH:4][CH:5]=[C:6]2[C:11]=1[N:10]=[C:9]([C:12]1[CH:17]=[CH:16][CH:15]=[CH:14][C:13]=1[Cl:18])[C:8]([CH2:19][NH:20][C:24]1[N:23]=[C:22]([NH2:21])[N:30]=[C:29]3[C:25]=1[N:26]=[CH:27][NH:28]3)=[CH:7]2, predict the reactants needed to synthesize it.